From a dataset of NCI-60 drug combinations with 297,098 pairs across 59 cell lines. Regression. Given two drug SMILES strings and cell line genomic features, predict the synergy score measuring deviation from expected non-interaction effect. (1) Drug 1: CC1C(C(CC(O1)OC2CC(CC3=C2C(=C4C(=C3O)C(=O)C5=C(C4=O)C(=CC=C5)OC)O)(C(=O)C)O)N)O.Cl. Drug 2: CC1=C(C(CCC1)(C)C)C=CC(=CC=CC(=CC(=O)O)C)C. Cell line: DU-145. Synergy scores: CSS=5.70, Synergy_ZIP=-4.81, Synergy_Bliss=-7.39, Synergy_Loewe=-17.8, Synergy_HSA=-7.68. (2) Drug 1: CC12CCC(CC1=CCC3C2CCC4(C3CC=C4C5=CN=CC=C5)C)O. Drug 2: CCC(=C(C1=CC=CC=C1)C2=CC=C(C=C2)OCCN(C)C)C3=CC=CC=C3.C(C(=O)O)C(CC(=O)O)(C(=O)O)O. Cell line: EKVX. Synergy scores: CSS=4.76, Synergy_ZIP=-0.254, Synergy_Bliss=2.96, Synergy_Loewe=1.79, Synergy_HSA=1.52. (3) Cell line: OVCAR-5. Drug 1: CN(CC1=CN=C2C(=N1)C(=NC(=N2)N)N)C3=CC=C(C=C3)C(=O)NC(CCC(=O)O)C(=O)O. Drug 2: C1C(C(OC1N2C=NC3=C2NC=NCC3O)CO)O. Synergy scores: CSS=31.4, Synergy_ZIP=-5.43, Synergy_Bliss=-5.34, Synergy_Loewe=-22.7, Synergy_HSA=-5.36. (4) Drug 1: C1=CN(C(=O)N=C1N)C2C(C(C(O2)CO)O)O.Cl. Drug 2: CC(C)NC(=O)C1=CC=C(C=C1)CNNC.Cl. Cell line: CCRF-CEM. Synergy scores: CSS=62.7, Synergy_ZIP=0.209, Synergy_Bliss=-0.372, Synergy_Loewe=-20.4, Synergy_HSA=-0.824. (5) Drug 1: C1CN1P(=S)(N2CC2)N3CC3. Drug 2: C#CCC(CC1=CN=C2C(=N1)C(=NC(=N2)N)N)C3=CC=C(C=C3)C(=O)NC(CCC(=O)O)C(=O)O. Cell line: TK-10. Synergy scores: CSS=57.4, Synergy_ZIP=3.02, Synergy_Bliss=0.479, Synergy_Loewe=-16.4, Synergy_HSA=0.931. (6) Drug 1: CCCS(=O)(=O)NC1=C(C(=C(C=C1)F)C(=O)C2=CNC3=C2C=C(C=N3)C4=CC=C(C=C4)Cl)F. Synergy scores: CSS=-3.84, Synergy_ZIP=2.75, Synergy_Bliss=2.73, Synergy_Loewe=0.0817, Synergy_HSA=-0.399. Cell line: PC-3. Drug 2: CCCS(=O)(=O)NC1=C(C(=C(C=C1)F)C(=O)C2=CNC3=C2C=C(C=N3)C4=CC=C(C=C4)Cl)F. (7) Drug 1: CCN(CC)CCNC(=O)C1=C(NC(=C1C)C=C2C3=C(C=CC(=C3)F)NC2=O)C. Drug 2: C(CCl)NC(=O)N(CCCl)N=O. Cell line: SR. Synergy scores: CSS=42.6, Synergy_ZIP=-6.03, Synergy_Bliss=-7.25, Synergy_Loewe=-7.78, Synergy_HSA=-5.62.